Dataset: Forward reaction prediction with 1.9M reactions from USPTO patents (1976-2016). Task: Predict the product of the given reaction. (1) Given the reactants [NH2:1][C:2]1[C:10]([CH3:11])=[CH:9][CH:8]=[CH:7][C:3]=1[C:4](O)=[O:5].C([N:14]=C=NCCCN(C)C)C.[Cl-].[NH4+].C(N(C(C)C)CC)(C)C, predict the reaction product. The product is: [NH2:1][C:2]1[C:10]([CH3:11])=[CH:9][CH:8]=[CH:7][C:3]=1[C:4]([NH2:14])=[O:5]. (2) Given the reactants Cl[C:2]([F:7])([F:6])C([O-])=O.[Na+].C(=O)([O-])[O-].[K+].[K+].[Br:15][C:16]1[CH:21]=[CH:20][C:19]([OH:22])=[C:18]([F:23])[CH:17]=1.[OH-].[Na+], predict the reaction product. The product is: [Br:15][C:16]1[CH:21]=[CH:20][C:19]([O:22][CH:2]([F:7])[F:6])=[C:18]([F:23])[CH:17]=1.